Dataset: Forward reaction prediction with 1.9M reactions from USPTO patents (1976-2016). Task: Predict the product of the given reaction. (1) Given the reactants [CH2:1]([NH:3][C:4](=[O:23])[C:5]1[CH:10]=[C:9]([C:11]2[CH:19]=[C:18]3[C:14]([C:15](I)=[N:16][NH:17]3)=[CH:13][CH:12]=2)[C:8]([CH3:21])=[C:7]([F:22])[CH:6]=1)[CH3:2].C(=O)([O-])O.[Na+].[CH3:29][C:30]1[CH:35]=[CH:34][C:33](B(O)O)=[CH:32][CH:31]=1, predict the reaction product. The product is: [CH2:1]([NH:3][C:4](=[O:23])[C:5]1[CH:10]=[C:9]([C:11]2[CH:19]=[C:18]3[C:14]([C:15]([C:33]4[CH:34]=[CH:35][C:30]([CH3:29])=[CH:31][CH:32]=4)=[N:16][NH:17]3)=[CH:13][CH:12]=2)[C:8]([CH3:21])=[C:7]([F:22])[CH:6]=1)[CH3:2]. (2) Given the reactants S(=O)(=O)(O)O.[CH3:6][C:7]1([CH3:17])[C@H:12]2[CH2:13][C@@H:8]1[CH2:9][CH2:10][C@@H:11]2CC#N.[CH2:18]([OH:20])[CH3:19].[OH:21]S(O)(=O)=O, predict the reaction product. The product is: [CH3:6][C:7]1([CH3:17])[C@H:12]2[CH2:13][C@@H:8]1[CH2:9][CH2:10][C@@H:11]2[CH2:19][C:18]([OH:21])=[O:20]. (3) Given the reactants Cl[C:2]1[N:6]([CH2:7][CH:8]2[CH2:10][CH2:9]2)[N:5]=[CH:4][C:3]=1[N+:11]([O-:13])=[O:12].[F:14][C:15]([F:27])([F:26])[C:16]([NH:18][C@@H:19]1[CH2:25][CH2:24][CH2:23][NH:22][CH2:21][CH2:20]1)=[O:17], predict the reaction product. The product is: [CH:8]1([CH2:7][N:6]2[C:2]([N:22]3[CH2:23][CH2:24][CH2:25][C@@H:19]([NH:18][C:16](=[O:17])[C:15]([F:26])([F:14])[F:27])[CH2:20][CH2:21]3)=[C:3]([N+:11]([O-:13])=[O:12])[CH:4]=[N:5]2)[CH2:10][CH2:9]1.